From a dataset of Reaction yield outcomes from USPTO patents with 853,638 reactions. Predict the reaction yield, written as a fraction of the theoretical maximum amount of product (1.0 means a 100% yield; for example, 0.34 means a 34% yield). (1) The reactants are [F:1][C:2]1[CH:3]=[CH:4][C:5]([NH:8][NH2:9])=[N:6][CH:7]=1.[CH:10]1([C:16](O)=[O:17])[CH2:15][CH2:14][CH2:13][CH2:12][CH2:11]1.C1C=CC2N(O)N=NC=2C=1.C(Cl)CCl. The catalyst is O. The product is [F:1][C:2]1[CH:3]=[CH:4][C:5]([NH:8][NH:9][C:16]([CH:10]2[CH2:15][CH2:14][CH2:13][CH2:12][CH2:11]2)=[O:17])=[N:6][CH:7]=1. The yield is 0.620. (2) The reactants are N[C:2]1[CH:6]=[C:5]([S:7][CH2:8][CH:9]2[CH2:14][CH2:13][N:12]([C:15]([O:17][CH2:18][C:19]3[CH:24]=[CH:23][CH:22]=[CH:21][CH:20]=3)=[O:16])[CH2:11][CH2:10]2)[N:4]([CH3:25])[N:3]=1.[N+]([O-])([O-])=O.[Na+].[ClH:31]. The catalyst is CC(O)=O.O.[Cu]Cl. The product is [Cl:31][C:2]1[CH:6]=[C:5]([S:7][CH2:8][CH:9]2[CH2:14][CH2:13][N:12]([C:15]([O:17][CH2:18][C:19]3[CH:24]=[CH:23][CH:22]=[CH:21][CH:20]=3)=[O:16])[CH2:11][CH2:10]2)[N:4]([CH3:25])[N:3]=1. The yield is 0.350. (3) The reactants are Br[C:2]1[S:6][C:5]([NH:7][C:8]([NH:10][C:11]2[CH:16]=[CH:15][C:14]([CH3:17])=[CH:13][C:12]=2[C:18]([CH:20]2[CH2:24][CH2:23][CH2:22][CH2:21]2)=[O:19])=[O:9])=[N:4][CH:3]=1.[CH3:25][O:26][C:27](=[O:31])[CH:28]([SH:30])[CH3:29]. No catalyst specified. The product is [CH3:25][O:26][C:27](=[O:31])[CH:28]([S:30][C:2]1[S:6][C:5]([NH:7][C:8]([NH:10][C:11]2[CH:16]=[CH:15][C:14]([CH3:17])=[CH:13][C:12]=2[C:18]([CH:20]2[CH2:24][CH2:23][CH2:22][CH2:21]2)=[O:19])=[O:9])=[N:4][CH:3]=1)[CH3:29]. The yield is 0.280. (4) The reactants are [CH3:1][S:2](Cl)(=[O:4])=[O:3].[C:6]([O:10][C:11]([N:13]1[CH2:18][CH2:17][CH:16]([OH:19])[CH2:15][CH2:14]1)=[O:12])([CH3:9])([CH3:8])[CH3:7].C(N(CC)CC)C. The catalyst is ClCCl. The product is [C:6]([O:10][C:11]([N:13]1[CH2:18][CH2:17][CH:16]([O:19][S:2]([CH3:1])(=[O:4])=[O:3])[CH2:15][CH2:14]1)=[O:12])([CH3:9])([CH3:7])[CH3:8]. The yield is 0.920. (5) The reactants are [CH2:1]([O:3][C:4]([C:6]1[O:7][C:8]2[CH:15]=[CH:14][CH:13]=[C:12]([NH2:16])[C:9]=2[C:10]=1[CH3:11])=[O:5])[CH3:2].Br[CH2:18][CH2:19][CH2:20][CH2:21]Br.C(N(CC)C(C)C)(C)C. The catalyst is C1(C)C=CC=CC=1. The product is [CH2:1]([O:3][C:4]([C:6]1[O:7][C:8]2[CH:15]=[CH:14][CH:13]=[C:12]([N:16]3[CH2:21][CH2:20][CH2:19][CH2:18]3)[C:9]=2[C:10]=1[CH3:11])=[O:5])[CH3:2]. The yield is 0.480. (6) The yield is 0.420. No catalyst specified. The product is [CH3:33][N:2]([CH3:1])[C:3]([C:5]1[N:27]([CH:28]2[CH2:32][CH2:31][CH2:30][CH2:29]2)[C:8]2[N:9]=[C:10]([NH:13][C:14]3[CH:19]=[CH:18][C:17]([N:20]4[CH2:25][CH2:24][N:23]([CH2:35][CH2:36][OH:37])[C@@H:22]([CH3:26])[CH2:21]4)=[CH:16][N:15]=3)[N:11]=[CH:12][C:7]=2[CH:6]=1)=[O:4]. The reactants are [CH3:1][N:2]([CH3:33])[C:3]([C:5]1[N:27]([CH:28]2[CH2:32][CH2:31][CH2:30][CH2:29]2)[C:8]2[N:9]=[C:10]([NH:13][C:14]3[CH:19]=[CH:18][C:17]([N:20]4[CH2:25][CH2:24][NH:23][C@@H:22]([CH3:26])[CH2:21]4)=[CH:16][N:15]=3)[N:11]=[CH:12][C:7]=2[CH:6]=1)=[O:4].Br[CH2:35][CH2:36][OH:37]. (7) The reactants are [F:1][C:2]([F:27])([F:26])[C:3]1[CH:4]=[C:5]([C:9]2[CH:14]=[CH:13][C:12]([C@@H:15]3[CH2:17][C@H:16]3[NH:18]C(=O)OC(C)(C)C)=[CH:11][CH:10]=2)[CH:6]=[CH:7][CH:8]=1.[ClH:28]. The catalyst is C(OCC)C. The product is [ClH:28].[F:1][C:2]([F:26])([F:27])[C:3]1[CH:4]=[C:5]([C:9]2[CH:14]=[CH:13][C:12]([C@@H:15]3[CH2:17][C@H:16]3[NH2:18])=[CH:11][CH:10]=2)[CH:6]=[CH:7][CH:8]=1. The yield is 0.778. (8) The reactants are [N+:1]([C:4]1[CH:12]=[C:11]2[C:7]([CH:8]=[CH:9][NH:10]2)=[CH:6][CH:5]=1)([O-:3])=[O:2].ClS([N:17]=[C:18]=O)(=O)=O.C([O-])(O)=O.[Na+]. The catalyst is CN(C=O)C.CC#N. The product is [N+:1]([C:4]1[CH:12]=[C:11]2[C:7]([C:8]([C:18]#[N:17])=[CH:9][NH:10]2)=[CH:6][CH:5]=1)([O-:3])=[O:2]. The yield is 0.820.